From a dataset of Full USPTO retrosynthesis dataset with 1.9M reactions from patents (1976-2016). Predict the reactants needed to synthesize the given product. Given the product [CH2:9]([O:11][C:5](=[NH:6])[CH2:4][C:3]([OH:2])([CH3:8])[CH3:7])[CH3:10], predict the reactants needed to synthesize it. The reactants are: Cl.[OH:2][C:3]([CH3:8])([CH3:7])[CH2:4][C:5]#[N:6].[CH2:9]([O:11]CC)[CH3:10].